From a dataset of Forward reaction prediction with 1.9M reactions from USPTO patents (1976-2016). Predict the product of the given reaction. Given the reactants Br[C:2]1[N:3]=[CH:4][C:5]([N:8]([CH3:31])[C@@H:9]2[CH2:13][CH2:12][N:11]([C:14]3[C:15]4[CH:22]=[CH:21][N:20]([CH2:23][O:24][CH2:25][CH2:26][Si:27]([CH3:30])([CH3:29])[CH3:28])[C:16]=4[N:17]=[CH:18][N:19]=3)[CH2:10]2)=[N:6][CH:7]=1.[O-]CC.[Na+].O, predict the reaction product. The product is: [CH3:31][N:8]([C@@H:9]1[CH2:13][CH2:12][N:11]([C:14]2[C:15]3[CH:22]=[CH:21][N:20]([CH2:23][O:24][CH2:25][CH2:26][Si:27]([CH3:28])([CH3:30])[CH3:29])[C:16]=3[N:17]=[CH:18][N:19]=2)[CH2:10]1)[C:5]1[CH:4]=[N:3][CH:2]=[CH:7][N:6]=1.